Dataset: Forward reaction prediction with 1.9M reactions from USPTO patents (1976-2016). Task: Predict the product of the given reaction. (1) Given the reactants Cl[C:2]1[C:17]([C:18]2[CH:23]=[CH:22][C:21]([Cl:24])=[CH:20][CH:19]=2)=[CH:16][C:5]([C:6]([NH:8][C@@H:9]2[CH2:14][CH2:13][CH2:12][CH2:11][C@H:10]2[OH:15])=[O:7])=[CH:4][N:3]=1.C1(P(C2C=CC=CC=2)C2C=CC=CC=2)C=CC=CC=1.[CH2:44]([O:47][CH3:48])[C:45]#[CH:46].C(NCC)C, predict the reaction product. The product is: [Cl:24][C:21]1[CH:22]=[CH:23][C:18]([C:17]2[C:2]([C:46]#[C:45][CH2:44][O:47][CH3:48])=[N:3][CH:4]=[C:5]([CH:16]=2)[C:6]([NH:8][C@@H:9]2[CH2:14][CH2:13][CH2:12][CH2:11][C@H:10]2[OH:15])=[O:7])=[CH:19][CH:20]=1. (2) Given the reactants [C:1]([N:5]1[CH2:10][CH2:9][CH:8]([CH2:11][C:12]([OH:14])=O)[CH2:7][CH2:6]1)([CH3:4])([CH3:3])[CH3:2].[NH2:15][C:16]1[CH:21]=[CH:20][CH:19]=[CH:18][CH:17]=1.C1C=CC2N(O)N=NC=2C=1.C(Cl)CCl, predict the reaction product. The product is: [C:1]([N:5]1[CH2:6][CH2:7][CH:8]([CH2:11][C:12]([NH:15][C:16]2[CH:21]=[CH:20][CH:19]=[CH:18][CH:17]=2)=[O:14])[CH2:9][CH2:10]1)([CH3:2])([CH3:3])[CH3:4]. (3) Given the reactants [Br:1]Br.[CH3:3][C:4]1[N:8]([CH3:9])[C:7]([C:10](=[O:12])[CH3:11])=[C:6]([CH3:13])[N:5]=1.C([O-])(O)=O.[Na+], predict the reaction product. The product is: [Br:1][CH2:11][C:10]([C:7]1[N:8]([CH3:9])[C:4]([CH3:3])=[N:5][C:6]=1[CH3:13])=[O:12]. (4) Given the reactants [Cl:1][C:2]1[CH:7]=[CH:6][C:5]([N:8]2[CH2:13][CH2:12][CH:11]([CH:14]=[O:15])[CH2:10][CH2:9]2)=[CH:4][CH:3]=1.[N+:16]([CH2:19][CH2:20][CH3:21])([O-:18])=[O:17].[OH-].[Na+].CO, predict the reaction product. The product is: [Cl:1][C:2]1[CH:7]=[CH:6][C:5]([N:8]2[CH2:9][CH2:10][CH:11]([CH:14]([OH:15])[CH:19]([N+:16]([O-:18])=[O:17])[CH2:20][CH3:21])[CH2:12][CH2:13]2)=[CH:4][CH:3]=1. (5) The product is: [C:41]([NH:1][C@@H:2]1[C@@H:7]([CH3:8])[CH2:6][C@@H:5]([C:9]2[CH:14]=[CH:13][N:12]=[CH:11][C:10]=2[NH:15][C:16](=[O:32])[C:17]2[CH:22]=[CH:21][C:20]([F:23])=[C:19]([C:24]3[C:29]([F:30])=[CH:28][CH:27]=[CH:26][C:25]=3[F:31])[N:18]=2)[CH2:4][C@H:3]1[NH2:33])(=[O:43])[CH3:42]. Given the reactants [NH2:1][C@@H:2]1[C@@H:7]([CH3:8])[CH2:6][C@@H:5]([C:9]2[CH:14]=[CH:13][N:12]=[CH:11][C:10]=2[NH:15][C:16](=[O:32])[C:17]2[CH:22]=[CH:21][C:20]([F:23])=[C:19]([C:24]3[C:29]([F:30])=[CH:28][CH:27]=[CH:26][C:25]=3[F:31])[N:18]=2)[CH2:4][C@H:3]1[NH:33]C(=O)OC(C)(C)C.[C:41](OC(=O)C)(=[O:43])[CH3:42], predict the reaction product.